Dataset: Full USPTO retrosynthesis dataset with 1.9M reactions from patents (1976-2016). Task: Predict the reactants needed to synthesize the given product. Given the product [Cl:20][C:21]1[CH:29]=[CH:28][CH:27]=[CH:26][C:22]=1[C:23]([NH:13][C:10]1[CH:9]=[CH:8][C:7]([C:6]2[N:2]([CH3:1])[N:3]=[C:4]([C:14]3[N:18]=[C:17]([CH3:19])[O:16][N:15]=3)[CH:5]=2)=[CH:12][N:11]=1)=[O:24], predict the reactants needed to synthesize it. The reactants are: [CH3:1][N:2]1[C:6]([C:7]2[CH:8]=[CH:9][C:10]([NH2:13])=[N:11][CH:12]=2)=[CH:5][C:4]([C:14]2[N:18]=[C:17]([CH3:19])[O:16][N:15]=2)=[N:3]1.[Cl:20][C:21]1[CH:29]=[CH:28][CH:27]=[CH:26][C:22]=1[C:23](Cl)=[O:24].CCN(C(C)C)C(C)C.C([O-])(O)=O.[Na+].C(Cl)Cl.